This data is from Full USPTO retrosynthesis dataset with 1.9M reactions from patents (1976-2016). The task is: Predict the reactants needed to synthesize the given product. (1) The reactants are: [CH2:1]([O:5][C:6]1[N:14]=[C:13]2[C:9]([N:10]=[C:11]([O:27][CH3:28])[N:12]2[C:15]2C=N[C:18](OCCCCO)=[CH:19][CH:20]=2)=[C:8]([NH2:29])[N:7]=1)[CH2:2][CH2:3][CH3:4].CS(Cl)(=O)=O.Cl.[CH3:36][O:37][C:38](=[O:48])[CH2:39][C:40]1[CH:45]=[CH:44][CH:43]=[C:42]([CH2:46][NH2:47])[CH:41]=1.[C:49](=[O:52])([O-])[O-].[K+].[K+].[I-].[Na+]. Given the product [CH2:1]([O:5][C:6]1[N:14]=[C:13]2[C:9]([N:10]=[C:11]([O:27][CH3:28])[N:12]2[CH2:15][C:20]2[CH:6]=[N:7][C:8]([O:52][CH2:49][CH2:1][CH2:2][CH2:3][NH:47][CH2:46][C:42]3[CH:43]=[CH:44][CH:45]=[C:40]([CH2:39][C:38]([O:37][CH3:36])=[O:48])[CH:41]=3)=[CH:18][CH:19]=2)=[C:8]([NH2:29])[N:7]=1)[CH2:2][CH2:3][CH3:4], predict the reactants needed to synthesize it. (2) Given the product [C:1]([C:3]1[C:11]2[C:6]([NH:7][CH:8]=[N:9][C:10]=2[N:12]2[CH2:13][CH2:14][CH:15]([NH:18][C:19](=[O:26])[C:20]3[CH:25]=[CH:24][CH:23]=[CH:22][CH:21]=3)[CH2:16][CH2:17]2)=[N:5][CH:4]=1)#[N:2], predict the reactants needed to synthesize it. The reactants are: [C:1]([C:3]1[C:11]2[C:10]([N:12]3[CH2:17][CH2:16][CH:15]([NH:18][C:19](=[O:26])[C:20]4[CH:25]=[CH:24][CH:23]=[CH:22][CH:21]=4)[CH2:14][CH2:13]3)=[N:9][CH:8]=[N:7][C:6]=2[N:5](COCC[Si](C)(C)C)[CH:4]=1)#[N:2].